This data is from Catalyst prediction with 721,799 reactions and 888 catalyst types from USPTO. The task is: Predict which catalyst facilitates the given reaction. (1) Reactant: C(N(CC)CC)C.[CH3:8][S:9](Cl)(=[O:11])=[O:10].[O:13]1[CH2:17][CH2:16][CH:15]([CH2:18][CH2:19][OH:20])[CH2:14]1.O. Product: [O:13]1[CH2:17][CH2:16][CH:15]([CH2:18][CH2:19][O:20][S:9]([CH3:8])(=[O:11])=[O:10])[CH2:14]1. The catalyst class is: 4. (2) The catalyst class is: 97. Reactant: Br[C:2]1[S:3][C:4]([C:10]([C:12]2[O:13][CH:14]=[CH:15][CH:16]=2)=[O:11])=[CH:5][C:6]=1[CH2:7][C:8]#[N:9].C1(C)C=CC=CC=1.[Cl:24][C:25]1[CH:30]=[CH:29][C:28](B(O)O)=[CH:27][CH:26]=1.C([O-])([O-])=O.[Na+].[Na+]. Product: [Cl:24][C:25]1[CH:30]=[CH:29][C:28]([C:2]2[S:3][C:4]([C:10]([C:12]3[O:13][CH:14]=[CH:15][CH:16]=3)=[O:11])=[CH:5][C:6]=2[CH2:7][C:8]#[N:9])=[CH:27][CH:26]=1. (3) Reactant: Br[C:2]1[CH:3]=[C:4]2[C:8](=[CH:9][CH:10]=1)[N:7]([C:11]([O:13][C:14]([CH3:17])([CH3:16])[CH3:15])=[O:12])[CH2:6][CH2:5]2.[CH3:18][C:19]1([CH3:35])[C:23]([CH3:25])([CH3:24])[O:22][B:21]([B:21]2[O:22][C:23]([CH3:25])([CH3:24])[C:19]([CH3:35])([CH3:18])[O:20]2)[O:20]1.CC([O-])=O.[K+]. Product: [CH3:18][C:19]1([CH3:35])[C:23]([CH3:25])([CH3:24])[O:22][B:21]([C:2]2[CH:3]=[C:4]3[C:8](=[CH:9][CH:10]=2)[N:7]([C:11]([O:13][C:14]([CH3:17])([CH3:16])[CH3:15])=[O:12])[CH2:6][CH2:5]3)[O:20]1. The catalyst class is: 710.